Dataset: Forward reaction prediction with 1.9M reactions from USPTO patents (1976-2016). Task: Predict the product of the given reaction. (1) Given the reactants [O:1]1[CH2:4][C:3](=[C:5]([CH3:11])[C:6]([O:8][CH2:9][CH3:10])=[O:7])[CH2:2]1, predict the reaction product. The product is: [O:1]1[CH2:2][CH:3]([CH:5]([CH3:11])[C:6]([O:8][CH2:9][CH3:10])=[O:7])[CH2:4]1. (2) Given the reactants [CH:1]1([CH:7]=[CH:8][C:9]([OH:11])=[O:10])[CH2:6][CH2:5][CH2:4][CH2:3][CH2:2]1.OO.[OH-].[Na+].S(=O)(O)[O-:17].[Na+], predict the reaction product. The product is: [CH:1]1([CH:7]2[O:17][CH:8]2[C:9]([OH:11])=[O:10])[CH2:6][CH2:5][CH2:4][CH2:3][CH2:2]1. (3) The product is: [C:17]([O:16][C:14]([NH:13][C@@H:5]([CH2:6][C:7]1[CH:8]=[CH:9][CH:10]=[CH:11][CH:12]=1)[C@@H:4]([OH:21])[CH2:3][OH:2])=[O:15])([CH3:20])([CH3:18])[CH3:19]. Given the reactants C[O:2][C:3](=O)[C@H:4]([OH:21])[C@@H:5]([NH:13][C:14]([O:16][C:17]([CH3:20])([CH3:19])[CH3:18])=[O:15])[CH2:6][C:7]1[CH:12]=[CH:11][CH:10]=[CH:9][CH:8]=1.[BH4-].[Na+].Cl.O, predict the reaction product. (4) Given the reactants ICI.[CH2:4]([Zn]CC)C.[CH3:9][O:10][CH2:11][O:12][CH2:13]/[CH:14]=[CH:15]\[B:16]1[O:20][C:19]([CH3:22])([CH3:21])[C:18]([CH3:24])([CH3:23])[O:17]1.[Cl-].[NH4+], predict the reaction product. The product is: [CH3:9][O:10][CH2:11][O:12][CH2:13][CH:14]1[CH2:4][CH:15]1[B:16]1[O:20][C:19]([CH3:22])([CH3:21])[C:18]([CH3:24])([CH3:23])[O:17]1.